Predict the product of the given reaction. From a dataset of Forward reaction prediction with 1.9M reactions from USPTO patents (1976-2016). (1) Given the reactants [F:1][C:2]1[CH:7]=[CH:6][C:5]([C:8]2[O:9][C:10]3[CH:20]=[C:19]([N+:21]([O-:23])=[O:22])[C:18]([OH:24])=[CH:17][C:11]=3[C:12]=2[C:13]([O:15][CH3:16])=[O:14])=[CH:4][CH:3]=1.C(N(CC)CC)C.[F:32][C:33]([F:46])([F:45])[S:34](O[S:34]([C:33]([F:46])([F:45])[F:32])(=[O:36])=[O:35])(=[O:36])=[O:35].O, predict the reaction product. The product is: [F:1][C:2]1[CH:3]=[CH:4][C:5]([C:8]2[O:9][C:10]3[CH:20]=[C:19]([N+:21]([O-:23])=[O:22])[C:18]([O:24][S:34]([C:33]([F:46])([F:45])[F:32])(=[O:36])=[O:35])=[CH:17][C:11]=3[C:12]=2[C:13]([O:15][CH3:16])=[O:14])=[CH:6][CH:7]=1. (2) The product is: [Br:5][C:6]1[CH:7]=[CH:8][C:9]([O:13][C:14]([F:17])([F:16])[F:15])=[C:10]([OH:19])[CH:12]=1. Given the reactants N([O-])=O.[Na+].[Br:5][C:6]1[CH:7]=[CH:8][C:9]([O:13][C:14]([F:17])([F:16])[F:15])=[C:10]([CH:12]=1)N.S(=O)(=O)(O)[OH:19], predict the reaction product.